Dataset: Experimentally validated miRNA-target interactions with 360,000+ pairs, plus equal number of negative samples. Task: Binary Classification. Given a miRNA mature sequence and a target amino acid sequence, predict their likelihood of interaction. The miRNA is hsa-miR-335-5p with sequence UCAAGAGCAAUAACGAAAAAUGU. The protein sequence of the target gene is MDCSLLRTLVRRYCAGEENWVDSRTIYVGHKEPPPGAEAYIPQRYPDNRIVSSKYTFWNFIPKNLFEQFRRIANFYFLIIFLVQLIIDTPTSPVTSGLPLFFVITVTAIKQGYEDWLRHKADNAMNQCPVHFIQHGKLVRKQSRKLRVGDIVMVKEDETFPCDLIFLSSNRADGTCHVTTASLDGESSHKTHYAVQDTKGFHTEADVDSLHATIECEQPQPDLYKFVGRINVYNDLNDPVVRPLGSENLLLRGATLKNTEKIFGVAIYTGMETKMALNYQSKSQKRSAVEKSMNTFLIVY.... Result: 0 (no interaction).